This data is from Catalyst prediction with 721,799 reactions and 888 catalyst types from USPTO. The task is: Predict which catalyst facilitates the given reaction. (1) Reactant: FC(F)(F)S(O[C:7]1[C@@:11]2([CH3:28])[CH2:12][CH2:13][C@H:14]3[C@H:23]([C@@H:10]2[CH2:9][CH:8]=1)[CH2:22][CH:21]=[C:20]1[C@:15]3([CH3:27])[CH2:16][CH2:17][C:18](=[O:26])[N:19]1[CH2:24][CH3:25])(=O)=O.[N:31]1[CH:36]=[C:35](B(O)O)[CH:34]=[N:33][CH:32]=1.C([O-])(=O)C.[Na+].O. Product: [CH2:24]([N:19]1[C:20]2[C@@:15]([CH3:27])([C@H:14]3[CH2:13][CH2:12][C@@:11]4([CH3:28])[C@@H:10]([CH2:9][CH:8]=[C:7]4[C:35]4[CH:36]=[N:31][CH:32]=[N:33][CH:34]=4)[C@@H:23]3[CH2:22][CH:21]=2)[CH2:16][CH2:17][C:18]1=[O:26])[CH3:25]. The catalyst class is: 1. (2) Reactant: [C:1]([NH:11][CH2:12][CH2:13][C:14]([OH:16])=[O:15])([O:3][CH2:4][C:5]1[CH:10]=[CH:9][CH:8]=[CH:7][CH:6]=1)=[O:2].BrCC(O[C:22]([CH3:25])([CH3:24])[CH3:23])=[O:20].C([O-])([O-])=O.[K+].[K+]. Product: [C:14]([OH:16])(=[O:15])[CH2:13][OH:20].[C:22]([N:11]([C:1]([O:3][CH2:4][C:5]1[CH:10]=[CH:9][CH:8]=[CH:7][CH:6]=1)=[O:2])[CH2:12][CH2:13][C:14]([OH:16])=[O:15])([CH3:25])([CH3:24])[CH3:23]. The catalyst class is: 21. (3) Reactant: C(O[C:6]([N:8]1[CH2:12][CH2:11][CH2:10][C@@H:9]1[CH2:13][C:14](O)=[O:15])=O)(C)(C)C.[H-].[Al+3].[Li+].[H-].[H-].[H-].O. Product: [CH3:6][N:8]1[CH2:12][CH2:11][CH2:10][C@@H:9]1[CH2:13][CH2:14][OH:15]. The catalyst class is: 12. (4) Product: [NH:23]1[C:24]2=[N:25][CH:26]=[CH:27][CH:28]=[C:29]2[C:21]([CH:18]2[CH2:19][CH2:20][N:15]([C:2]3[CH:3]=[CH:4][C:5]4[N:6]([C:8]([C:11]([F:14])([F:13])[F:12])=[N:9][N:10]=4)[N:7]=3)[CH2:16][CH2:17]2)=[CH:22]1. Reactant: Cl[C:2]1[CH:3]=[CH:4][C:5]2[N:6]([C:8]([C:11]([F:14])([F:13])[F:12])=[N:9][N:10]=2)[N:7]=1.[NH:15]1[CH2:20][CH2:19][CH:18]([C:21]2[C:29]3[C:24](=[N:25][CH:26]=[CH:27][CH:28]=3)[NH:23][CH:22]=2)[CH2:17][CH2:16]1.CCN(C(C)C)C(C)C. The catalyst class is: 3. (5) Reactant: C(Cl)(=O)[C:2](Cl)=[O:3].[CH3:7][C:8]1[NH:9][C:10]([C:18]2[CH:23]=[CH:22][CH:21]=[CH:20][C:19]=2[O:24][C:25]2[CH:30]=[CH:29][CH:28]=[CH:27][CH:26]=2)=[CH:11][C:12]=1[C:13]([O:15][CH2:16][CH3:17])=[O:14].[OH-].[Na+]. Product: [CH:2]([C:11]1[C:12]([C:13]([O:15][CH2:16][CH3:17])=[O:14])=[C:8]([CH3:7])[NH:9][C:10]=1[C:18]1[CH:23]=[CH:22][CH:21]=[CH:20][C:19]=1[O:24][C:25]1[CH:30]=[CH:29][CH:28]=[CH:27][CH:26]=1)=[O:3]. The catalyst class is: 9. (6) Reactant: [CH2:1]([O:8][C:9]1[C:18]([O:19][CH3:20])=[CH:17][C:12]([C:13]([NH:15][OH:16])=[NH:14])=[C:11]([I:21])[CH:10]=1)[C:2]1[CH:7]=[CH:6][CH:5]=[CH:4][CH:3]=1.[CH2:22](N(CC)CC)[CH3:23].C(Cl)(=O)C. Product: [CH2:1]([O:8][C:9]1[C:18]([O:19][CH3:20])=[CH:17][C:12]([C:13]2[N:14]=[C:22]([CH3:23])[O:16][N:15]=2)=[C:11]([I:21])[CH:10]=1)[C:2]1[CH:3]=[CH:4][CH:5]=[CH:6][CH:7]=1. The catalyst class is: 7.